This data is from Forward reaction prediction with 1.9M reactions from USPTO patents (1976-2016). The task is: Predict the product of the given reaction. (1) Given the reactants [F:1][CH:2]([F:24])[O:3][C:4]1[CH:5]=[C:6]([N:10]2[CH:15]=[CH:14][C:13](=[O:16])[C:12]([C:17](=O)/[CH:18]=[CH:19]/[N:20](C)C)=[N:11]2)[CH:7]=[CH:8][CH:9]=1.[CH3:25][S:26]([C:29]1[CH:30]=[C:31]([NH:35]N)[CH:32]=[CH:33][CH:34]=1)(=[O:28])=[O:27], predict the reaction product. The product is: [F:1][CH:2]([F:24])[O:3][C:4]1[CH:5]=[C:6]([N:10]2[CH:15]=[CH:14][C:13](=[O:16])[C:12]([C:17]3[N:35]([C:31]4[CH:32]=[CH:33][CH:34]=[C:29]([S:26]([CH3:25])(=[O:28])=[O:27])[CH:30]=4)[N:20]=[CH:19][CH:18]=3)=[N:11]2)[CH:7]=[CH:8][CH:9]=1. (2) Given the reactants [OH-].[NH4+:2].[CH3:3][N:4]([N:6]=[N:7][C:8]1[C:12]([Br:13])=[CH:11][S:10][C:9]=1[C:14]([O:16]C)=O)[CH3:5].O, predict the reaction product. The product is: [CH3:3][N:4]([N:6]=[N:7][C:8]1[C:12]([Br:13])=[CH:11][S:10][C:9]=1[C:14]([NH2:2])=[O:16])[CH3:5]. (3) The product is: [NH2:1][C:2]1[CH:3]=[CH:4][N:5]([C:7]2[N:11]([CH2:23][C:22]([C:21]3[CH:26]=[CH:27][C:18]([O:17][CH3:16])=[CH:19][CH:20]=3)=[O:25])[C:10]3[CH:12]=[CH:13][CH:14]=[CH:15][C:9]=3[N:8]=2)[N:6]=1. Given the reactants [NH2:1][C:2]1[CH:3]=[CH:4][N:5]([C:7]2[NH:11][C:10]3[CH:12]=[CH:13][CH:14]=[CH:15][C:9]=3[N:8]=2)[N:6]=1.[CH3:16][O:17][C:18]1[CH:27]=[CH:26][C:21]([C:22](=[O:25])[CH2:23]Br)=[CH:20][CH:19]=1.C(=O)([O-])[O-].[K+].[K+], predict the reaction product.